This data is from Forward reaction prediction with 1.9M reactions from USPTO patents (1976-2016). The task is: Predict the product of the given reaction. (1) Given the reactants [C:1]1([CH2:7][CH2:8][CH2:9][Br:10])[CH:6]=[CH:5][CH:4]=[CH:3][CH:2]=1.[N+:11]([O-])([OH:13])=[O:12].CCCCCC.CCOC(C)=O, predict the reaction product. The product is: [N+:11]([C:4]1[CH:5]=[CH:6][C:1]([CH2:7][CH2:8][CH2:9][Br:10])=[CH:2][CH:3]=1)([O-:13])=[O:12]. (2) Given the reactants C[O:2][C:3](=[O:10])[CH2:4][CH:5]([O:8][CH3:9])[O:6][CH3:7].O[Li:12].O.O, predict the reaction product. The product is: [Li+:12].[CH3:7][O:6][CH:5]([O:8][CH3:9])[CH2:4][C:3]([O-:10])=[O:2].